From a dataset of M1 muscarinic receptor antagonist screen with 61,756 compounds. Binary Classification. Given a drug SMILES string, predict its activity (active/inactive) in a high-throughput screening assay against a specified biological target. (1) The drug is S(Cc1ccccc1)c1n(N)c(nn1)C. The result is 0 (inactive). (2) The molecule is S(c1n(c2c(n(c(=O)n(c2=O)C)C)n1)C)c1n(ccn1)C. The result is 0 (inactive). (3) The molecule is O=C(N1CCN(CC1)C)c1c(NC(=O)Cc2ccccc2)cccc1. The result is 0 (inactive).